From a dataset of Reaction yield outcomes from USPTO patents with 853,638 reactions. Predict the reaction yield, written as a fraction of the theoretical maximum amount of product (1.0 means a 100% yield; for example, 0.34 means a 34% yield). The reactants are [CH2:1]([O:3][C:4](=[O:22])[CH2:5][NH:6][CH2:7][CH2:8][NH:9][S:10]([C:13]1[S:14][C:15]2[CH:21]=[CH:20][CH:19]=[CH:18][C:16]=2[N:17]=1)(=[O:12])=[O:11])[CH3:2].[CH3:23][O:24][C:25]1[CH:26]=[C:27]([CH:44]=[CH:45][C:46]=1[O:47][CH3:48])[CH2:28][O:29][C:30]([NH:32][C:33]1[CH:38]=[CH:37][N:36]([CH2:39][C:40](O)=[O:41])[C:35](=[O:43])[N:34]=1)=[O:31]. The product is [CH2:1]([O:3][C:4](=[O:22])[CH2:5][N:6]([CH2:7][CH2:8][NH:9][S:10]([C:13]1[S:14][C:15]2[CH:21]=[CH:20][CH:19]=[CH:18][C:16]=2[N:17]=1)(=[O:12])=[O:11])[C:40](=[O:41])[CH2:39][N:36]1[CH:37]=[CH:38][C:33]([NH:32][C:30]([O:29][CH2:28][C:27]2[CH:44]=[CH:45][C:46]([O:47][CH3:48])=[C:25]([O:24][CH3:23])[CH:26]=2)=[O:31])=[N:34][C:35]1=[O:43])[CH3:2]. The yield is 0.810. No catalyst specified.